From a dataset of Catalyst prediction with 721,799 reactions and 888 catalyst types from USPTO. Predict which catalyst facilitates the given reaction. (1) The catalyst class is: 15. Product: [Br:15][CH2:2][C:1]([C:4]1[CH:9]=[CH:8][C:7]([S:10]([NH2:13])(=[O:12])=[O:11])=[C:6]([F:14])[CH:5]=1)=[O:3]. Reactant: [C:1]([C:4]1[CH:9]=[CH:8][C:7]([S:10]([NH2:13])(=[O:12])=[O:11])=[C:6]([F:14])[CH:5]=1)(=[O:3])[CH3:2].[Br:15]Br. (2) Reactant: [Br:1][C:2]1[N:7]2[CH:8]=[C:9]([CH2:11]O)[N:10]=[C:6]2[C:5]([N:13]2[CH2:18][CH2:17][O:16][CH2:15][CH2:14]2)=[N:4][CH:3]=1.CCN(C(C)C)C(C)C.CS(Cl)(=O)=O.C(=O)([O-])[O-].[K+].[K+].[N:39]1[C:48]2[C:43](=[CH:44][CH:45]=[CH:46][CH:47]=2)[CH:42]=[CH:41][C:40]=1[SH:49]. Product: [Br:1][C:2]1[N:7]2[CH:8]=[C:9]([CH2:11][S:49][C:40]3[CH:41]=[CH:42][C:43]4[C:48](=[CH:47][CH:46]=[CH:45][CH:44]=4)[N:39]=3)[N:10]=[C:6]2[C:5]([N:13]2[CH2:18][CH2:17][O:16][CH2:15][CH2:14]2)=[N:4][CH:3]=1. The catalyst class is: 46.